From a dataset of PAMPA (Parallel Artificial Membrane Permeability Assay) permeability data from NCATS. Regression/Classification. Given a drug SMILES string, predict its absorption, distribution, metabolism, or excretion properties. Task type varies by dataset: regression for continuous measurements (e.g., permeability, clearance, half-life) or binary classification for categorical outcomes (e.g., BBB penetration, CYP inhibition). Dataset: pampa_ncats. The compound is CC1=CC=CC=C1C(=O)N2CCC3=C2C=CC(=C3)C4=CSC(=N4)NC(=O)CC5=CC6=C(C=C5)OCO6. The result is 1 (high permeability).